From a dataset of Forward reaction prediction with 1.9M reactions from USPTO patents (1976-2016). Predict the product of the given reaction. (1) Given the reactants [N:1]1([S:6]([C:9]2[CH:10]=[C:11]([CH:15]=[CH:16][CH:17]=2)[C:12]([OH:14])=O)(=[O:8])=[O:7])[CH2:5][CH2:4][CH2:3][CH2:2]1.[CH:18]1([C:21]2[NH:25][N:24]=[C:23]([NH2:26])[CH:22]=2)[CH2:20][CH2:19]1, predict the reaction product. The product is: [CH:18]1([C:21]2[CH:22]=[C:23]([NH:26][C:12](=[O:14])[C:11]3[CH:15]=[CH:16][CH:17]=[C:9]([S:6]([N:1]4[CH2:2][CH2:3][CH2:4][CH2:5]4)(=[O:7])=[O:8])[CH:10]=3)[NH:24][N:25]=2)[CH2:20][CH2:19]1. (2) Given the reactants Br[C:2]1[CH:11]=[CH:10][C:9]2[C:4](=[CH:5][C:6]([O:12][C@H:13]3[CH2:18][CH2:17][C@@H:16]([C:19]([F:22])([F:21])[F:20])[CH2:15][CH2:14]3)=[CH:7][CH:8]=2)[CH:3]=1.[Li]CCCC.CN([CH:31]=[O:32])C, predict the reaction product. The product is: [F:22][C:19]([F:21])([F:20])[C@@H:16]1[CH2:15][CH2:14][C@H:13]([O:12][C:6]2[CH:5]=[C:4]3[C:9]([CH:10]=[CH:11][C:2]([CH:31]=[O:32])=[CH:3]3)=[CH:8][CH:7]=2)[CH2:18][CH2:17]1. (3) The product is: [CH3:5][C:6]1[CH:7]=[C:8]([C:13]2[S:14][CH:15]=[C:16]([C:19]([CH3:21])=[O:20])[C:17]=2[OH:18])[CH:9]=[CH:10][C:11]=1[CH3:12]. Given the reactants C(Cl)(Cl)Cl.[CH3:5][C:6]1[CH:7]=[C:8]([CH:13]2[C:17]([OH:18])=[C:16]([C:19]([CH3:21])=[O:20])[CH2:15][S:14]2)[CH:9]=[CH:10][C:11]=1[CH3:12].S(Cl)(Cl)(=O)=O.O, predict the reaction product. (4) The product is: [Cl:28][C:26]1[CH:25]=[CH:24][C:23]([O:29][CH3:30])=[C:22]([C:21]2[C:15]3[O:14][CH:13]([CH2:12][NH:33][CH3:32])[CH2:17][C:16]=3[CH:18]=[C:19]([F:31])[CH:20]=2)[CH:27]=1. Given the reactants CC1C=CC(S(O[CH2:12][CH:13]2[CH2:17][C:16]3[CH:18]=[C:19]([F:31])[CH:20]=[C:21]([C:22]4[CH:27]=[C:26]([Cl:28])[CH:25]=[CH:24][C:23]=4[O:29][CH3:30])[C:15]=3[O:14]2)(=O)=O)=CC=1.[CH3:32][NH2:33], predict the reaction product. (5) The product is: [CH2:10]([CH:12]1[CH:15]([CH3:16])[CH2:5][C:3](=[O:4])[CH:2]=[CH:13]1)[CH3:11]. Given the reactants C(OCC)(=O)[CH2:2][C:3]([CH3:5])=[O:4].[CH2:10](/[C:12](=[CH:15]\[CH3:16])/[CH:13]=O)[CH3:11], predict the reaction product. (6) Given the reactants [CH2:1]([N:3]1[C:7]2=[N:8][C:9]([CH2:33][CH3:34])=[C:10]([CH2:19][NH:20][C:21]([C:23]3[N:28]=[C:27]([C:29]([O:31]C)=[O:30])[CH:26]=[CH:25][CH:24]=3)=[O:22])[C:11]([NH:12][CH:13]3[CH2:18][CH2:17][O:16][CH2:15][CH2:14]3)=[C:6]2[CH:5]=[N:4]1)[CH3:2].O.[OH-].[Li+], predict the reaction product. The product is: [CH2:1]([N:3]1[C:7]2=[N:8][C:9]([CH2:33][CH3:34])=[C:10]([CH2:19][NH:20][C:21]([C:23]3[N:28]=[C:27]([C:29]([OH:31])=[O:30])[CH:26]=[CH:25][CH:24]=3)=[O:22])[C:11]([NH:12][CH:13]3[CH2:14][CH2:15][O:16][CH2:17][CH2:18]3)=[C:6]2[CH:5]=[N:4]1)[CH3:2].